This data is from Full USPTO retrosynthesis dataset with 1.9M reactions from patents (1976-2016). The task is: Predict the reactants needed to synthesize the given product. (1) Given the product [C:26]([NH:17][C:14]1[CH:15]=[CH:16][C:11]([C:10]([NH:9][C:6]2[CH:7]=[CH:8][C:3]([O:2][CH3:1])=[CH:4][CH:5]=2)=[O:19])=[C:12]([NH2:18])[CH:13]=1)(=[O:28])[CH3:27], predict the reactants needed to synthesize it. The reactants are: [CH3:1][O:2][C:3]1[CH:8]=[CH:7][C:6]([NH:9][C:10](=[O:19])[C:11]2[CH:16]=[CH:15][C:14]([NH2:17])=[CH:13][C:12]=2[NH2:18])=[CH:5][CH:4]=1.N1C=CC=CC=1.[C:26](OC(=O)C)(=[O:28])[CH3:27]. (2) The reactants are: Br[C:2]1[CH:3]=[C:4]([CH:10]=[CH:11][C:12]([O:14]CC)=[O:13])[CH:5]=[CH:6][C:7]=1[O:8][CH3:9].[CH2:17]([O:20][C:21]1[C:26]([C:27]([CH3:30])([CH3:29])[CH3:28])=[CH:25][C:24]([C:31]([CH3:34])([CH3:33])[CH3:32])=[CH:23][C:22]=1B(O)O)[CH2:18][CH3:19]. Given the product [C:27]([C:26]1[C:21]([O:20][CH2:17][CH2:18][CH3:19])=[C:22]([C:2]2[C:7]([O:8][CH3:9])=[CH:6][CH:5]=[C:4]([CH:10]=[CH:11][C:12]([OH:14])=[O:13])[CH:3]=2)[CH:23]=[C:24]([C:31]([CH3:34])([CH3:33])[CH3:32])[CH:25]=1)([CH3:30])([CH3:28])[CH3:29], predict the reactants needed to synthesize it. (3) Given the product [CH3:1][CH:2]([C:6]1[C:10]([CH2:11][OH:12])=[CH:9][N:8]([C:16]2[CH:21]=[CH:20][C:19]([C:22]([F:25])([F:24])[F:23])=[CH:18][N:17]=2)[N:7]=1)[CH2:3][CH2:4][CH3:5], predict the reactants needed to synthesize it. The reactants are: [CH3:1][CH:2]([C:6]1[C:10]([C:11](OCC)=[O:12])=[CH:9][N:8]([C:16]2[CH:21]=[CH:20][C:19]([C:22]([F:25])([F:24])[F:23])=[CH:18][N:17]=2)[N:7]=1)[CH2:3][CH2:4][CH3:5].[H-].C([Al+]CC(C)C)C(C)C.Cl. (4) Given the product [CH3:1][S:2]([N:7]1[CH:8]([C:19]([NH2:21])=[O:20])[CH2:9][C:10]2[C:18]3[C:13](=[CH:14][CH:15]=[CH:16][CH:17]=3)[NH:12][C:11]=2[CH2:6]1)(=[O:4])=[O:3], predict the reactants needed to synthesize it. The reactants are: [CH3:1][S:2](Cl)(=[O:4])=[O:3].[CH2:6]1[C:11]2[NH:12][C:13]3[C:18]([C:10]=2[CH2:9][CH:8]([C:19]([NH2:21])=[O:20])[NH:7]1)=[CH:17][CH:16]=[CH:15][CH:14]=3.C(N(CC)CC)C.O. (5) Given the product [C:10]1([CH:5]2[CH2:6][NH:7][C:3](=[O:2])[CH2:4]2)[CH:15]=[CH:14][CH:13]=[CH:12][CH:11]=1, predict the reactants needed to synthesize it. The reactants are: C[O:2][C:3](=O)[CH2:4][CH:5]([C:10]1[CH:15]=[CH:14][CH:13]=[CH:12][CH:11]=1)[CH2:6][N+:7]([O-])=O. (6) Given the product [C:1]([O:5][C:6]([NH:8][C@@H:9]([CH2:14][C:15]1[CH:20]=[CH:19][C:18]([O:21][S:23]([CH3:22])(=[O:25])=[O:24])=[CH:17][CH:16]=1)[C:10]([O:12][CH3:13])=[O:11])=[O:7])([CH3:4])([CH3:2])[CH3:3], predict the reactants needed to synthesize it. The reactants are: [C:1]([O:5][C:6]([NH:8][C@@H:9]([CH2:14][C:15]1[CH:20]=[CH:19][C:18]([OH:21])=[CH:17][CH:16]=1)[C:10]([O:12][CH3:13])=[O:11])=[O:7])([CH3:4])([CH3:3])[CH3:2].[CH3:22][S:23](Cl)(=[O:25])=[O:24]. (7) Given the product [Cl:1][C:2]1[CH:7]=[CH:6][C:5]([S:8]([C:11]2[S:19][C:14]3=[N+:15]([O-:32])[CH:16]=[CH:17][CH:18]=[C:13]3[C:12]=2[C:20]2[CH:25]=[CH:24][C:23]([Cl:26])=[CH:22][CH:21]=2)(=[O:10])=[O:9])=[CH:4][CH:3]=1, predict the reactants needed to synthesize it. The reactants are: [Cl:1][C:2]1[CH:7]=[CH:6][C:5]([S:8]([C:11]2[S:19][C:14]3=[N:15][CH:16]=[CH:17][CH:18]=[C:13]3[C:12]=2[C:20]2[CH:25]=[CH:24][C:23]([Cl:26])=[CH:22][CH:21]=2)(=[O:10])=[O:9])=[CH:4][CH:3]=1.C(Cl)(Cl)Cl.C([O-])(O)=[O:32].[Na+]. (8) The reactants are: [NH2:1][CH2:2][CH2:3][NH:4][C:5](=[O:7])[CH3:6].[Br:8][C:9]1[CH:10]=[C:11]([CH:27]=[CH:28][CH:29]=1)[CH2:12][C:13]1[C:14]([CH3:26])=[N:15][C:16]2[N:17]([N:20]=[CH:21][C:22]=2[C:23](O)=[O:24])[C:18]=1[CH3:19]. Given the product [C:5]([NH:4][CH2:3][CH2:2][NH:1][C:23]([C:22]1[CH:21]=[N:20][N:17]2[C:18]([CH3:19])=[C:13]([CH2:12][C:11]3[CH:27]=[CH:28][CH:29]=[C:9]([Br:8])[CH:10]=3)[C:14]([CH3:26])=[N:15][C:16]=12)=[O:24])(=[O:7])[CH3:6], predict the reactants needed to synthesize it. (9) The reactants are: [C:1]([C:3]1[CH:4]=[C:5]([CH:26]=[CH:27][CH:28]=1)[CH2:6][CH2:7][O:8][CH2:9][CH2:10][C:11]([N:13]([CH:20]1[CH2:25][CH2:24][CH2:23][CH2:22][CH2:21]1)[CH2:14][CH:15]([O:18][CH3:19])[O:16][CH3:17])=[O:12])#[N:2].C(=O)([O-])[O-].[K+].[K+].Cl.[NH2:36][OH:37].C(O)C. Given the product [CH:20]1([N:13]([CH2:14][CH:15]([O:18][CH3:19])[O:16][CH3:17])[C:11](=[O:12])[CH2:10][CH2:9][O:8][CH2:7][CH2:6][C:5]2[CH:26]=[CH:27][CH:28]=[C:3]([C:1](=[NH:2])[NH:36][OH:37])[CH:4]=2)[CH2:25][CH2:24][CH2:23][CH2:22][CH2:21]1, predict the reactants needed to synthesize it. (10) Given the product [CH3:28][C:27]1[C:26]([CH3:29])=[C:25]([C:30]2[CH:31]=[CH:32][N:33]=[CH:34][CH:35]=2)[N:24]=[N:23][C:22]=1[N:19]1[CH2:18][CH2:17][CH:16]([NH:14][CH3:13])[CH2:21][CH2:20]1, predict the reactants needed to synthesize it. The reactants are: FC(F)(F)C(O)=O.C(O[C:13](=O)[N:14]([CH:16]1[CH2:21][CH2:20][N:19]([C:22]2[N:23]=[N:24][C:25]([C:30]3[CH:35]=[CH:34][N:33]=[CH:32][CH:31]=3)=[C:26]([CH3:29])[C:27]=2[CH3:28])[CH2:18][CH2:17]1)C)(C)(C)C.